This data is from Reaction yield outcomes from USPTO patents with 853,638 reactions. The task is: Predict the reaction yield, written as a fraction of the theoretical maximum amount of product (1.0 means a 100% yield; for example, 0.34 means a 34% yield). (1) The reactants are [Cl-].C(C[P+](C)(C)C)#N.C[Si]([N-][Si](C)(C)C)(C)C.[K+].[F:19][C:20]1[CH:25]=[CH:24][CH:23]=[CH:22][C:21]=1[CH:26](O)[CH3:27].[F:29][C:30]1([F:58])[CH2:35][CH2:34][N:33]([C:36]([C:38]2[NH:39][C:40]3[C:45]([CH:46]=2)=[CH:44][C:43]([C:47]([N:49]2[CH2:54][CH2:53][N:52]([CH:55]([CH3:57])[CH3:56])[CH2:51][CH2:50]2)=[O:48])=[CH:42][CH:41]=3)=[O:37])[CH2:32][CH2:31]1. The catalyst is C1(C)C=CC=CC=1. The product is [F:58][C:30]1([F:29])[CH2:35][CH2:34][N:33]([C:36]([C:38]2[N:39]([CH:26]([C:21]3[CH:22]=[CH:23][CH:24]=[CH:25][C:20]=3[F:19])[CH3:27])[C:40]3[C:45]([CH:46]=2)=[CH:44][C:43]([C:47]([N:49]2[CH2:50][CH2:51][N:52]([CH:55]([CH3:56])[CH3:57])[CH2:53][CH2:54]2)=[O:48])=[CH:42][CH:41]=3)=[O:37])[CH2:32][CH2:31]1. The yield is 0.150. (2) The reactants are [C:1]([C:3]1([C:9]([O:11][C:12]([CH3:15])([CH3:14])[CH3:13])=[O:10])[CH2:8][CH2:7][O:6][CH2:5][CH2:4]1)#[N:2]. The catalyst is CO.[Ni]. The product is [NH2:2][CH2:1][C:3]1([C:9]([O:11][C:12]([CH3:15])([CH3:14])[CH3:13])=[O:10])[CH2:8][CH2:7][O:6][CH2:5][CH2:4]1. The yield is 0.830. (3) The reactants are [CH3:1][O:2][C:3]([C@@H:5]1[C@@H:10]([O:11][C:12](=[O:14])[CH3:13])[C@H:9]([O:15][C:16](=[O:18])[CH3:17])[C@@H:8]([O:19][C:20](=[O:22])[CH3:21])[C@H:7](Br)[O:6]1)=[O:4].[OH:24][C:25]1[CH:32]=[CH:31][C:28]([CH:29]=[O:30])=[CH:27][CH:26]=1. No catalyst specified. The product is [CH3:1][O:2][C:3]([C@@H:5]1[C@@H:10]([O:11][C:12](=[O:14])[CH3:13])[C@H:9]([O:15][C:16](=[O:18])[CH3:17])[C@@H:8]([O:19][C:20](=[O:22])[CH3:21])[C@H:7]([O:24][C:25]2[CH:32]=[CH:31][C:28]([CH:29]=[O:30])=[CH:27][CH:26]=2)[O:6]1)=[O:4]. The yield is 0.720. (4) The reactants are [Cl:1][C:2]1[N:3]=[N:4][C:5]([Cl:11])=[CH:6][C:7]=1[C:8]([OH:10])=[O:9].[C:12](O)([CH3:15])([CH3:14])[CH3:13].[I-].ClC1C=CC=C[N+]=1C.C(N(CCCC)CCCC)CCC. The catalyst is ClCCl. The product is [Cl:1][C:2]1[N:3]=[N:4][C:5]([Cl:11])=[CH:6][C:7]=1[C:8]([O:10][C:12]([CH3:15])([CH3:14])[CH3:13])=[O:9]. The yield is 0.810. (5) The catalyst is O. The product is [CH2:11]([NH:13][C:2]1[CH:7]=[C:6]([CH3:8])[N:5]=[C:4]([S:9][CH3:10])[N:3]=1)[CH3:12]. The reactants are Cl[C:2]1[CH:7]=[C:6]([CH3:8])[N:5]=[C:4]([S:9][CH3:10])[N:3]=1.[CH2:11]([NH2:13])[CH3:12]. The yield is 0.900. (6) The reactants are [O:1]=[C:2]1[C:11]2[C:6](=[CH:7][CH:8]=[CH:9][CH:10]=2)[NH:5][CH:4]=[C:3]1[C:12]([NH:14][C:15]1[CH:23]=[C:22]2[C:18]([CH:19]=[CH:20][NH:21]2)=[CH:17][C:16]=1[C:24](O)=[O:25])=[O:13].CN(C(ON1N=NC2C=CC=NC1=2)=[N+](C)C)C.F[P-](F)(F)(F)(F)F.CCN(C(C)C)C(C)C.[CH2:60]([NH2:64])[CH:61]([CH3:63])[CH3:62]. The catalyst is CN(C=O)C. The product is [CH2:60]([NH:64][C:24]([C:16]1[CH:17]=[C:18]2[C:22](=[CH:23][C:15]=1[NH:14][C:12]([C:3]1[C:2](=[O:1])[C:11]3[C:6](=[CH:7][CH:8]=[CH:9][CH:10]=3)[NH:5][CH:4]=1)=[O:13])[NH:21][CH:20]=[CH:19]2)=[O:25])[CH:61]([CH3:63])[CH3:62]. The yield is 0.660. (7) The reactants are [Cl:1][C:2]1[CH:24]=[C:23]([Cl:25])[CH:22]=[CH:21][C:3]=1[CH2:4][O:5][C:6]1[C:11]([CH3:12])=[C:10]([OH:13])[CH:9]=[CH:8][C:7]=1/[CH:14]=[CH:15]/[C:16]([O:18][CH2:19][CH3:20])=[O:17].C(=O)([O-])[O-].[K+].[K+].[I-].[Na+].[CH3:34][O:35][CH2:36][CH2:37]Br. The catalyst is CN(C)C=O.O. The product is [Cl:1][C:2]1[CH:24]=[C:23]([Cl:25])[CH:22]=[CH:21][C:3]=1[CH2:4][O:5][C:6]1[C:11]([CH3:12])=[C:10]([O:13][CH2:37][CH2:36][O:35][CH3:34])[CH:9]=[CH:8][C:7]=1/[CH:14]=[CH:15]/[C:16]([O:18][CH2:19][CH3:20])=[O:17]. The yield is 0.360. (8) The reactants are [CH2:1]([N:5]([CH2:24][CH2:25][CH2:26][CH3:27])[C:6]1[CH:11]=[CH:10][C:9]([CH:12]=[CH:13][C:14]2[CH:19]=[CH:18][C:17]([CH2:20][OH:21])=[CH:16][CH:15]=2)=[C:8]([O:22][CH3:23])[CH:7]=1)[CH2:2][CH2:3][CH3:4]. The catalyst is ClCCl.[O-2].[O-2].[Mn+4]. The product is [CH2:24]([N:5]([CH2:1][CH2:2][CH2:3][CH3:4])[C:6]1[CH:11]=[CH:10][C:9]([CH:12]=[CH:13][C:14]2[CH:15]=[CH:16][C:17]([CH:20]=[O:21])=[CH:18][CH:19]=2)=[C:8]([O:22][CH3:23])[CH:7]=1)[CH2:25][CH2:26][CH3:27]. The yield is 0.679. (9) The reactants are [CH:1]1([C:4]([N:6]2[CH2:10][CH2:9][C@@H:8]([CH2:11][NH:12][C:13]3[C:18]([N+:19]([O-])=O)=[CH:17][CH:16]=[C:15]([O:22][CH3:23])[N:14]=3)[CH2:7]2)=[O:5])[CH2:3][CH2:2]1.[H][H]. The catalyst is CO.[Pd]. The product is [CH:1]1([C:4]([N:6]2[CH2:10][CH2:9][C@@H:8]([CH2:11][NH:12][C:13]3[C:18]([NH2:19])=[CH:17][CH:16]=[C:15]([O:22][CH3:23])[N:14]=3)[CH2:7]2)=[O:5])[CH2:3][CH2:2]1. The yield is 0.950. (10) The reactants are [C:1]([O:4][C@@H:5]1[C@@H:10]([O:11][C:12](=[O:14])[CH3:13])[C@H:9]([O:15][C:16](=[O:18])[CH3:17])[C@@H:8]([C:19]([O:21][CH3:22])=[O:20])[O:7][C@H:6]1[O:23][C:24]1[CH:32]=[C:31]2[C:27]([C@H:28]([CH2:40][Cl:41])[CH2:29][N:30]2C(OC(C)(C)C)=O)=[C:26]2[C:42]([CH3:45])=[CH:43][S:44][C:25]=12)(=[O:3])[CH3:2].Cl.Cl[C:48](=[O:59])[CH2:49][CH2:50][CH2:51][C:52]([O:54][C:55]([CH3:58])([CH3:57])[CH3:56])=[O:53]. The catalyst is O1CCOCC1.C1COCC1. The product is [C:1]([O:4][C@@H:5]1[C@@H:10]([O:11][C:12](=[O:14])[CH3:13])[C@H:9]([O:15][C:16](=[O:18])[CH3:17])[C@@H:8]([C:19]([O:21][CH3:22])=[O:20])[O:7][C@H:6]1[O:23][C:24]1[CH:32]=[C:31]2[C:27]([C@H:28]([CH2:40][Cl:41])[CH2:29][N:30]2[C:48](=[O:59])[CH2:49][CH2:50][CH2:51][C:52]([O:54][C:55]([CH3:57])([CH3:56])[CH3:58])=[O:53])=[C:26]2[C:42]([CH3:45])=[CH:43][S:44][C:25]=12)(=[O:3])[CH3:2]. The yield is 0.780.